Dataset: NCI-60 drug combinations with 297,098 pairs across 59 cell lines. Task: Regression. Given two drug SMILES strings and cell line genomic features, predict the synergy score measuring deviation from expected non-interaction effect. (1) Drug 1: C1=CN(C=N1)CC(O)(P(=O)(O)O)P(=O)(O)O. Drug 2: CC1C(C(CC(O1)OC2CC(CC3=C2C(=C4C(=C3O)C(=O)C5=CC=CC=C5C4=O)O)(C(=O)C)O)N)O. Cell line: SF-295. Synergy scores: CSS=44.4, Synergy_ZIP=4.57, Synergy_Bliss=5.19, Synergy_Loewe=-40.9, Synergy_HSA=4.96. (2) Synergy scores: CSS=8.36, Synergy_ZIP=0.153, Synergy_Bliss=7.73, Synergy_Loewe=-0.544, Synergy_HSA=1.43. Cell line: RPMI-8226. Drug 1: CCCS(=O)(=O)NC1=C(C(=C(C=C1)F)C(=O)C2=CNC3=C2C=C(C=N3)C4=CC=C(C=C4)Cl)F. Drug 2: C1=CC=C(C(=C1)C(C2=CC=C(C=C2)Cl)C(Cl)Cl)Cl. (3) Drug 1: CCN(CC)CCNC(=O)C1=C(NC(=C1C)C=C2C3=C(C=CC(=C3)F)NC2=O)C. Drug 2: CC12CCC3C(C1CCC2O)C(CC4=C3C=CC(=C4)O)CCCCCCCCCS(=O)CCCC(C(F)(F)F)(F)F. Cell line: DU-145. Synergy scores: CSS=9.28, Synergy_ZIP=-1.80, Synergy_Bliss=-1.59, Synergy_Loewe=2.80, Synergy_HSA=-1.91.